Task: Regression. Given a peptide amino acid sequence and an MHC pseudo amino acid sequence, predict their binding affinity value. This is MHC class I binding data.. Dataset: Peptide-MHC class I binding affinity with 185,985 pairs from IEDB/IMGT (1) The peptide sequence is LARQHIAAL. The binding affinity (normalized) is 0.0847. The MHC is HLA-A11:01 with pseudo-sequence HLA-A11:01. (2) The peptide sequence is LLNNQFGTM. The MHC is H-2-Db with pseudo-sequence H-2-Db. The binding affinity (normalized) is 0.103. (3) The peptide sequence is LQDDFDFNY. The MHC is HLA-B51:01 with pseudo-sequence YYATYRNIFTNTYENIAYWTYNYYTWAELAYLWH. The binding affinity (normalized) is 0.0847. (4) The peptide sequence is QLFKPLTKK. The MHC is HLA-A68:01 with pseudo-sequence HLA-A68:01. The binding affinity (normalized) is 0.306. (5) The MHC is HLA-B07:02 with pseudo-sequence HLA-B07:02. The binding affinity (normalized) is 0.926. The peptide sequence is IPELKHGLL. (6) The peptide sequence is RVACRDVEV. The MHC is HLA-B27:05 with pseudo-sequence HLA-B27:05. The binding affinity (normalized) is 0.213. (7) The peptide sequence is ELDSNLYRI. The MHC is HLA-A02:06 with pseudo-sequence HLA-A02:06. The binding affinity (normalized) is 0.233.